Dataset: Forward reaction prediction with 1.9M reactions from USPTO patents (1976-2016). Task: Predict the product of the given reaction. Given the reactants [Cl-].[Al+3].[Cl-].[Cl-].[Br:5][CH2:6][CH2:7][CH2:8][CH2:9][CH2:10][CH2:11][CH2:12][C:13](Cl)=[O:14].[Cl:16][C:17]1[CH:22]=[CH:21][CH:20]=[CH:19][CH:18]=1.C(OCC)C, predict the reaction product. The product is: [Br:5][CH2:6][CH2:7][CH2:8][CH2:9][CH2:10][CH2:11][CH2:12][C:13]([C:20]1[CH:21]=[CH:22][C:17]([Cl:16])=[CH:18][CH:19]=1)=[O:14].